Task: Predict the reactants needed to synthesize the given product.. Dataset: Full USPTO retrosynthesis dataset with 1.9M reactions from patents (1976-2016) (1) Given the product [F:6][C:7]([F:15])([F:14])[CH2:8][CH:9]([CH3:13])[C:10]([NH:4][CH2:3][CH:2]([CH3:5])[CH3:1])=[O:11], predict the reactants needed to synthesize it. The reactants are: [CH3:1][CH:2]([CH3:5])[CH2:3][NH2:4].[F:6][C:7]([F:15])([F:14])[CH2:8][CH:9]([CH3:13])[C:10](O)=[O:11].C(N(CC)CC)C.F[P-](F)(F)(F)(F)F.N1(O[P+](N(C)C)(N(C)C)N(C)C)C2C=CC=CC=2N=N1. (2) Given the product [Si:34]([O:33][CH:32]([N:8]1[CH:9]=[CH:10][C:11]([C:12]([N:14]2[CH2:19][CH2:18][N:17]([C:20]3[CH:21]=[C:22]([CH:25]=[CH:26][CH:27]=3)[C:23]#[N:24])[CH2:16][CH2:15]2)=[O:13])=[C:7]1[C:1]1[CH:6]=[CH:5][CH:4]=[CH:3][CH:2]=1)[CH3:31])([C:37]([CH3:40])([CH3:39])[CH3:38])([CH3:36])[CH3:35], predict the reactants needed to synthesize it. The reactants are: [C:1]1([C:7]2[NH:8][CH:9]=[CH:10][C:11]=2[C:12]([N:14]2[CH2:19][CH2:18][N:17]([C:20]3[CH:21]=[C:22]([CH:25]=[CH:26][CH:27]=3)[C:23]#[N:24])[CH2:16][CH2:15]2)=[O:13])[CH:6]=[CH:5][CH:4]=[CH:3][CH:2]=1.[H-].[Na+].Br[CH2:31][CH2:32][O:33][Si:34]([C:37]([CH3:40])([CH3:39])[CH3:38])([CH3:36])[CH3:35]. (3) The reactants are: [CH3:1][O:2][C:3]([C:5]1[N:6]([CH2:23][C:24]2[CH:29]=[CH:28][C:27]([C:30](O)=[O:31])=[CH:26][CH:25]=2)[C:7](=[O:22])[C:8]2[C:13]([C:14]=1[C:15]1[CH:20]=[CH:19][CH:18]=[CH:17][CH:16]=1)=[CH:12][C:11]([Br:21])=[CH:10][CH:9]=2)=[O:4].B. Given the product [CH3:1][O:2][C:3]([C:5]1[N:6]([CH2:23][C:24]2[CH:25]=[CH:26][C:27]([CH2:30][OH:31])=[CH:28][CH:29]=2)[C:7](=[O:22])[C:8]2[C:13]([C:14]=1[C:15]1[CH:16]=[CH:17][CH:18]=[CH:19][CH:20]=1)=[CH:12][C:11]([Br:21])=[CH:10][CH:9]=2)=[O:4], predict the reactants needed to synthesize it. (4) Given the product [CH:1]([C:3]1[CH:4]=[CH:5][C:6]([O:24][CH3:23])=[C:7]([CH:11]=1)[C:8]([O:10][CH3:15])=[O:9])=[O:2], predict the reactants needed to synthesize it. The reactants are: [CH:1]([C:3]1[CH:11]=[C:7]([C:8]([OH:10])=[O:9])[C:6](O)=[CH:5][CH:4]=1)=[O:2].CI.[C:15](=O)([O-])[O-].[K+].[K+].CN(C)[CH:23]=[O:24]. (5) The reactants are: [Cl:1][C:2]1[CH:3]=[C:4]([C:9]2([C:26]([F:29])([F:28])[F:27])[O:13][N:12]=[C:11]([C:14]3[N:15]4[C:19]([C:20]([C:23]([OH:25])=O)=[CH:21][CH:22]=3)=[CH:18][CH:17]=[CH:16]4)[CH2:10]2)[CH:5]=[C:6]([Cl:8])[CH:7]=1.[NH2:30][CH2:31][C:32]1[CH:33]=[CH:34][C:35]2[CH2:39][O:38][B:37]([OH:40])[C:36]=2[CH:41]=1. Given the product [Cl:8][C:6]1[CH:5]=[C:4]([C:9]2([C:26]([F:28])([F:29])[F:27])[O:13][N:12]=[C:11]([C:14]3[N:15]4[C:19]([C:20]([C:23]([NH:30][CH2:31][C:32]5[CH:33]=[CH:34][C:35]6[CH2:39][O:38][B:37]([OH:40])[C:36]=6[CH:41]=5)=[O:25])=[CH:21][CH:22]=3)=[CH:18][CH:17]=[CH:16]4)[CH2:10]2)[CH:3]=[C:2]([Cl:1])[CH:7]=1, predict the reactants needed to synthesize it. (6) Given the product [CH3:18][O:19][C:20]([C:22]1[O:23][C:24]([CH2:11][CH3:12])=[CH:25][CH:26]=1)=[O:21], predict the reactants needed to synthesize it. The reactants are: CCCCCCC.[Zn]([CH2:11][CH3:12])CC.C1COCC1.[CH3:18][O:19][C:20]([C:22]1[O:23][C:24](Br)=[CH:25][CH:26]=1)=[O:21]. (7) The reactants are: S(OCC)(O[CH2:5][CH3:6])(=O)=O.[OH:10][C:11](=[CH:15][C:16]1[CH:21]=[CH:20][CH:19]=[C:18]([N+:22]([O-:24])=[O:23])[CH:17]=1)[C:12]([OH:14])=O.[C:25](=O)([O-])[O-].[Cs+].[Cs+].CN([CH:34]=[O:35])C. Given the product [CH2:5]([O:10][C:11](=[CH:15][C:16]1[CH:21]=[CH:20][CH:19]=[C:18]([N+:22]([O-:24])=[O:23])[CH:17]=1)[C:12]([O:35][CH2:34][CH3:25])=[O:14])[CH3:6], predict the reactants needed to synthesize it. (8) Given the product [CH3:43][N:42]([CH2:44][C:3]1[CH:4]=[C:5]([C:9]2[O:13][C:12]([C:14]3[C:15]([NH2:32])=[N:16][CH:17]=[C:18]([C:20]4[CH:25]=[CH:24][C:23]([S:26]([CH:29]([CH3:30])[CH3:31])(=[O:27])=[O:28])=[CH:22][CH:21]=4)[N:19]=3)=[N:11][N:10]=2)[CH:6]=[CH:7][CH:8]=1)[CH3:41], predict the reactants needed to synthesize it. The reactants are: NC[C:3]1[CH:4]=[C:5]([C:9]2[O:13][C:12]([C:14]3[C:15]([NH2:32])=[N:16][CH:17]=[C:18]([C:20]4[CH:25]=[CH:24][C:23]([S:26]([CH:29]([CH3:31])[CH3:30])(=[O:28])=[O:27])=[CH:22][CH:21]=4)[N:19]=3)=[N:11][N:10]=2)[CH:6]=[CH:7][CH:8]=1.CI.C(=O)([O-])[O-].[K+].[K+].[CH3:41][N:42]([CH:44]=O)[CH3:43]. (9) Given the product [S:1]1[C:5]2[CH:6]=[CH:7][CH:8]=[CH:9][C:4]=2[C:3]([N:10]2[CH2:15][CH2:14][N:13]([CH2:16][CH2:17][C:18]3[CH:23]=[CH:22][CH:21]=[CH:20][C:19]=3[N:24]([CH3:25])[C:29](=[O:30])[CH:28]=[C:27]([CH3:32])[CH3:26])[CH2:12][CH2:11]2)=[N:2]1, predict the reactants needed to synthesize it. The reactants are: [S:1]1[C:5]2[CH:6]=[CH:7][CH:8]=[CH:9][C:4]=2[C:3]([N:10]2[CH2:15][CH2:14][N:13]([CH2:16][CH2:17][C:18]3[CH:23]=[CH:22][CH:21]=[CH:20][C:19]=3[NH:24][CH3:25])[CH2:12][CH2:11]2)=[N:2]1.[CH3:26][C:27]([CH3:32])=[CH:28][C:29](Cl)=[O:30].